From a dataset of Forward reaction prediction with 1.9M reactions from USPTO patents (1976-2016). Predict the product of the given reaction. (1) Given the reactants [NH2:1][C:2]1[N:6]([C:7]2[CH:12]=[CH:11][CH:10]=[CH:9][CH:8]=2)[N:5]=[C:4]([O:13][CH3:14])[C:3]=1[C:15]#[N:16].C1N=CN([C:22](N2C=NC=C2)=[O:23])C=1.CCN(C(C)C)C(C)C.Cl.Cl.[F:40][C:41]1[CH:42]=[C:43]([C@@H:48]2[CH2:52][N:51]([CH2:53][CH2:54][O:55][CH3:56])[CH2:50][C@H:49]2[NH2:57])[CH:44]=[CH:45][C:46]=1[F:47], predict the reaction product. The product is: [C:15]([C:3]1[C:4]([O:13][CH3:14])=[N:5][N:6]([C:7]2[CH:12]=[CH:11][CH:10]=[CH:9][CH:8]=2)[C:2]=1[NH:1][C:22]([NH:57][C@H:49]1[C@H:48]([C:43]2[CH:44]=[CH:45][C:46]([F:47])=[C:41]([F:40])[CH:42]=2)[CH2:52][N:51]([CH2:53][CH2:54][O:55][CH3:56])[CH2:50]1)=[O:23])#[N:16]. (2) Given the reactants [CH2:1]([C:3]1[N:8]=[C:7](S(C)(=O)=O)[N:6]=[C:5]([N:13]2[CH:17]=[C:16]([C:18]([F:21])([F:20])[F:19])[CH:15]=[N:14]2)[CH:4]=1)[CH3:2].[OH:22][C:23]1[CH:28]=[CH:27][N:26]=[C:25]([C:29]([F:32])([F:31])[F:30])[CH:24]=1.C([O-])([O-])=O.[K+].[K+].O, predict the reaction product. The product is: [CH2:1]([C:3]1[N:8]=[C:7]([O:22][C:23]2[CH:28]=[CH:27][N:26]=[C:25]([C:29]([F:32])([F:30])[F:31])[CH:24]=2)[N:6]=[C:5]([N:13]2[CH:17]=[C:16]([C:18]([F:21])([F:20])[F:19])[CH:15]=[N:14]2)[CH:4]=1)[CH3:2]. (3) Given the reactants [Cl:1][C:2]1[CH:3]=[C:4]([CH:9]=[CH:10][N:11]=1)[C:5]([O:7][CH3:8])=[O:6].[F:12][C:13]1[CH:18]=[CH:17][C:16](B(O)O)=[CH:15][CH:14]=1.C(=O)([O-])[O-].[K+].[K+].Cl, predict the reaction product. The product is: [ClH:1].[F:12][C:13]1[CH:18]=[CH:17][C:16]([C:2]2[CH:3]=[C:4]([CH:9]=[CH:10][N:11]=2)[C:5]([O:7][CH3:8])=[O:6])=[CH:15][CH:14]=1.